This data is from NCI-60 drug combinations with 297,098 pairs across 59 cell lines. The task is: Regression. Given two drug SMILES strings and cell line genomic features, predict the synergy score measuring deviation from expected non-interaction effect. Drug 1: B(C(CC(C)C)NC(=O)C(CC1=CC=CC=C1)NC(=O)C2=NC=CN=C2)(O)O. Drug 2: N.N.Cl[Pt+2]Cl. Cell line: OVCAR-8. Synergy scores: CSS=53.7, Synergy_ZIP=-8.00, Synergy_Bliss=-3.58, Synergy_Loewe=-5.00, Synergy_HSA=-3.24.